This data is from Peptide-MHC class I binding affinity with 185,985 pairs from IEDB/IMGT. The task is: Regression. Given a peptide amino acid sequence and an MHC pseudo amino acid sequence, predict their binding affinity value. This is MHC class I binding data. (1) The peptide sequence is FMVFLQTHI. The MHC is HLA-B53:01 with pseudo-sequence HLA-B53:01. The binding affinity (normalized) is 0.241. (2) The peptide sequence is RSFAERLDR. The MHC is HLA-A03:01 with pseudo-sequence HLA-A03:01. The binding affinity (normalized) is 0.477. (3) The binding affinity (normalized) is 0.0847. The peptide sequence is YVWWAAVIY. The MHC is HLA-B46:01 with pseudo-sequence HLA-B46:01. (4) The peptide sequence is QFLSFASLF. The MHC is HLA-A26:01 with pseudo-sequence HLA-A26:01. The binding affinity (normalized) is 0.0847. (5) The peptide sequence is YNLRRGTAL. The MHC is HLA-B27:05 with pseudo-sequence HLA-B27:05. The binding affinity (normalized) is 0.360.